Task: Predict the reactants needed to synthesize the given product.. Dataset: Full USPTO retrosynthesis dataset with 1.9M reactions from patents (1976-2016) (1) Given the product [F:10][C:9]([F:12])([F:11])[CH:8]([C:5]1[CH:6]=[CH:7][C:2]([C:39]([NH:30][CH2:31][CH2:32][C:33]([OH:35])=[O:34])=[O:67])=[CH:3][CH:4]=1)[NH:13][C:14]1[CH:15]=[N:16][C:17]([N:20]2[CH:24]=[C:23]([C:25]([F:28])([F:27])[F:26])[N:22]=[CH:21]2)=[CH:18][CH:19]=1, predict the reactants needed to synthesize it. The reactants are: Br[C:2]1[CH:7]=[CH:6][C:5]([CH:8]([NH:13][C:14]2[CH:15]=[N:16][C:17]([N:20]3[CH:24]=[C:23]([C:25]([F:28])([F:27])[F:26])[N:22]=[CH:21]3)=[CH:18][CH:19]=2)[C:9]([F:12])([F:11])[F:10])=[CH:4][CH:3]=1.Cl.[NH2:30][CH2:31][CH2:32][C:33]([O:35]CC)=[O:34].N12CCCN=C1CCCC[CH2:39]2.F[B-](F)(F)F.C(P(C(C)(C)C)C(C)(C)C)(C)(C)C.[OH-:67].[Li+].Cl. (2) Given the product [CH:9]([O:8][C:5]1[N:6]=[CH:7][C:2]([C:20]2[CH:21]=[C:22]([CH:24]=[CH:25][C:19]=2[CH3:18])[NH2:23])=[CH:3][C:4]=1[N:12]1[CH2:17][CH2:16][O:15][CH2:14][CH2:13]1)([CH3:11])[CH3:10], predict the reactants needed to synthesize it. The reactants are: Br[C:2]1[CH:3]=[C:4]([N:12]2[CH2:17][CH2:16][O:15][CH2:14][CH2:13]2)[C:5]([O:8][CH:9]([CH3:11])[CH3:10])=[N:6][CH:7]=1.[CH3:18][C:19]1[CH:25]=[CH:24][C:22]([NH2:23])=[CH:21][C:20]=1B1OC(C)(C)C(C)(C)O1.C(=O)([O-])[O-].[Na+].[Na+]. (3) Given the product [C:1]([O:5][C:6]([N:7]([CH2:8][CH:9]1[CH:14]([C:15]2[CH:16]=[CH:17][CH:18]=[CH:19][CH:20]=2)[CH2:13][CH2:12][N:11]([C:44]2[C:43]([F:46])=[CH:42][C:37]([C:38]([O:40][CH3:41])=[O:39])=[CH:36][C:35]=2[F:34])[CH2:10]1)[C@@H:21]([C:23]1[C:32]2[C:27](=[CH:28][CH:29]=[CH:30][CH:31]=2)[CH:26]=[CH:25][CH:24]=1)[CH3:22])=[O:33])([CH3:2])([CH3:3])[CH3:4], predict the reactants needed to synthesize it. The reactants are: [C:1]([O:5][C:6](=[O:33])[N:7]([C@@H:21]([C:23]1[C:32]2[C:27](=[CH:28][CH:29]=[CH:30][CH:31]=2)[CH:26]=[CH:25][CH:24]=1)[CH3:22])[CH2:8][CH:9]1[CH:14]([C:15]2[CH:20]=[CH:19][CH:18]=[CH:17][CH:16]=2)[CH2:13][CH2:12][NH:11][CH2:10]1)([CH3:4])([CH3:3])[CH3:2].[F:34][C:35]1[CH:36]=[C:37]([CH:42]=[C:43]([F:46])[C:44]=1F)[C:38]([O:40][CH3:41])=[O:39].C(=O)([O-])[O-].[K+].[K+].CS(C)=O.